From a dataset of Forward reaction prediction with 1.9M reactions from USPTO patents (1976-2016). Predict the product of the given reaction. (1) Given the reactants [F:1][C:2]1[CH:7]=[CH:6][C:5]([C:8]2[N:9]=[N:10][N:11]([CH2:13][C@@H:14]([NH2:16])[CH3:15])[N:12]=2)=[CH:4][CH:3]=1.[CH3:17][C:18]1[CH:19]=[CH:20][C:21]([N:27]2[N:31]=[CH:30][CH:29]=[N:28]2)=[C:22]([CH:26]=1)[C:23](O)=[O:24], predict the reaction product. The product is: [F:1][C:2]1[CH:3]=[CH:4][C:5]([C:8]2[N:9]=[N:10][N:11]([CH2:13][C@@H:14]([NH:16][C:23](=[O:24])[C:22]3[CH:26]=[C:18]([CH3:17])[CH:19]=[CH:20][C:21]=3[N:27]3[N:31]=[CH:30][CH:29]=[N:28]3)[CH3:15])[N:12]=2)=[CH:6][CH:7]=1. (2) Given the reactants [F:1][C:2]1[CH:26]=[CH:25][CH:24]=[CH:23][C:3]=1[CH2:4][C:5]1([OH:22])[CH2:10][CH2:9][N:8]([C:11]2[CH:21]=[CH:20][C:14]([C:15]([O:17][CH2:18][CH3:19])=[O:16])=[CH:13][CH:12]=2)[CH2:7][CH2:6]1.[H-].[Na+].[CH3:29]I, predict the reaction product. The product is: [F:1][C:2]1[CH:26]=[CH:25][CH:24]=[CH:23][C:3]=1[CH2:4][C:5]1([O:22][CH3:29])[CH2:6][CH2:7][N:8]([C:11]2[CH:21]=[CH:20][C:14]([C:15]([O:17][CH2:18][CH3:19])=[O:16])=[CH:13][CH:12]=2)[CH2:9][CH2:10]1. (3) Given the reactants [CH:1]1([N:5]2[CH2:11][CH2:10][CH2:9][N:8]([C:12]([N:14]3[CH2:17][CH:16]([O:18][C:19]4[CH:24]=[CH:23][C:22]([N+:25]([O-])=O)=[C:21]([CH3:28])[CH:20]=4)[CH2:15]3)=[O:13])[CH2:7][CH2:6]2)[CH2:4][CH2:3][CH2:2]1.[CH3:29]C(N(C)C)=O.N1CCCC1, predict the reaction product. The product is: [CH:1]1([N:5]2[CH2:11][CH2:10][CH2:9][N:8]([C:12]([N:14]3[CH2:17][CH:16]([O:18][C:19]4[CH:20]=[C:21]5[C:22](=[CH:23][CH:24]=4)[NH:25][CH:29]=[CH:28]5)[CH2:15]3)=[O:13])[CH2:7][CH2:6]2)[CH2:4][CH2:3][CH2:2]1.